From a dataset of Forward reaction prediction with 1.9M reactions from USPTO patents (1976-2016). Predict the product of the given reaction. (1) Given the reactants Br[CH2:2][C:3]1[CH:4]=[CH:5][CH:6]=[C:7]2[C:12]=1[N:11]=[C:10]([O:13][CH3:14])[CH:9]=[N:8]2.C([O-])([O-])=O.[K+].[K+].O1CCO[CH2:23][CH2:22]1, predict the reaction product. The product is: [CH2:2]([C:3]1[CH:4]=[CH:5][CH:6]=[C:7]2[C:12]=1[N:11]=[C:10]([O:13][CH3:14])[CH:9]=[N:8]2)[CH:22]=[CH2:23]. (2) Given the reactants [NH2:1][C:2]1[CH:10]=[C:9]([CH3:11])[CH:8]=[CH:7][C:3]=1[C:4]([NH2:6])=[O:5].[F:12][C:13]1[CH:18]=[CH:17][C:16]([CH:19]2[O:23]C(=O)O[C:20]2=O)=[CH:15][CH:14]=1.C[O-].[Na+].CO, predict the reaction product. The product is: [F:12][C:13]1[CH:18]=[CH:17][C:16]([CH:19]([OH:23])[C:20]2[N:6]=[C:4]([OH:5])[C:3]3[C:2](=[CH:10][C:9]([CH3:11])=[CH:8][CH:7]=3)[N:1]=2)=[CH:15][CH:14]=1. (3) Given the reactants [C:1]([C:5]1[N:10]=[C:9]([NH:11][CH2:12][CH2:13][CH2:14][O:15][CH3:16])[C:8]([C:17]([N:19]([CH2:45][CH:46]([CH3:48])[CH3:47])[C@H:20]2[CH2:25][C@@H:24]([C:26]([N:28]3[CH2:37][CH2:36][C:31]4([O:35][CH2:34][CH2:33][O:32]4)[CH2:30][CH2:29]3)=[O:27])[CH2:23][N:22](C(OC(C)(C)C)=O)[CH2:21]2)=[O:18])=[CH:7][N:6]=1)([CH3:4])([CH3:3])[CH3:2].C(O)(C(F)(F)F)=O.C(=O)([O-])[O-].[K+].[K+], predict the reaction product. The product is: [C:1]([C:5]1[N:10]=[C:9]([NH:11][CH2:12][CH2:13][CH2:14][O:15][CH3:16])[C:8]([C:17]([N:19]([C@H:20]2[CH2:25][C@@H:24]([C:26]([N:28]3[CH2:37][CH2:36][C:31]4([O:35][CH2:34][CH2:33][O:32]4)[CH2:30][CH2:29]3)=[O:27])[CH2:23][NH:22][CH2:21]2)[CH2:45][CH:46]([CH3:48])[CH3:47])=[O:18])=[CH:7][N:6]=1)([CH3:3])([CH3:4])[CH3:2]. (4) Given the reactants [Li]CCCC.Br[C:7]1[CH:8]=[N:9][CH:10]=[CH:11][CH:12]=1.[C:13]([N:18]=[C:19]=[S:20])(=[O:17])[O:14][CH2:15][CH3:16].[Cl-].[NH4+], predict the reaction product. The product is: [N:9]1[CH:10]=[CH:11][CH:12]=[C:7]([C:19]([NH:18][C:13](=[O:17])[O:14][CH2:15][CH3:16])=[S:20])[CH:8]=1. (5) Given the reactants [CH2:1]([C@@H:4]1[CH2:9][CH2:8][CH2:7][CH2:6][C@H:5]1[OH:10])[CH:2]=[CH2:3].C1N=CN([C:16](N2C=NC=C2)=[O:17])C=1.[NH2:23][C@H:24]1[CH2:28][N:27]([C:29]([O:31][C:32]([CH3:35])([CH3:34])[CH3:33])=[O:30])[C@H:26]([C:36]([O:38][CH3:39])=[O:37])[CH2:25]1, predict the reaction product. The product is: [CH2:1]([CH:4]1[CH2:9][CH2:8][CH2:7][CH2:6][CH:5]1[O:10][C:16]([NH:23][C@H:24]1[CH2:28][N:27]([C:29]([O:31][C:32]([CH3:33])([CH3:34])[CH3:35])=[O:30])[C@H:26]([C:36]([O:38][CH3:39])=[O:37])[CH2:25]1)=[O:17])[CH:2]=[CH2:3]. (6) Given the reactants Br[C:2]1[CH:3]=[C:4]2[C:9](=[CH:10][CH:11]=1)[O:8][C:7]([C:12]1[N:13]=[C:14]3[CH:19]=[N:18][C:17]([CH3:20])=[CH:16][N:15]3[CH:21]=1)=[CH:6][C:5]2=[O:22].[C:23]([N:30]1[CH2:35][CH2:34][NH:33][CH2:32][CH2:31]1)([O:25][C:26]([CH3:29])([CH3:28])[CH3:27])=[O:24].COC1C=CC=C(OC)C=1C1C=CC=CC=1P(C1CCCCC1)C1CCCCC1.C([O-])([O-])=O.[Cs+].[Cs+], predict the reaction product. The product is: [CH3:20][C:17]1[N:18]=[CH:19][C:14]2[N:15]([CH:21]=[C:12]([C:7]3[O:8][C:9]4[C:4]([C:5](=[O:22])[CH:6]=3)=[CH:3][C:2]([N:33]3[CH2:32][CH2:31][N:30]([C:23]([O:25][C:26]([CH3:29])([CH3:28])[CH3:27])=[O:24])[CH2:35][CH2:34]3)=[CH:11][CH:10]=4)[N:13]=2)[CH:16]=1. (7) Given the reactants [NH2:1][C:2]1[S:3][C:4]([C:10]2[CH:15]=[CH:14][C:13]([F:16])=[CH:12][CH:11]=2)=[CH:5][C:6]=1[C:7]([NH2:9])=[O:8].ClS([N:21]=[C:22]=[O:23])(=O)=O.O, predict the reaction product. The product is: [F:16][C:13]1[CH:14]=[CH:15][C:10]([C:4]2[S:3][C:2]([NH:1][C:22]([NH2:21])=[O:23])=[C:6]([C:7]([NH2:9])=[O:8])[CH:5]=2)=[CH:11][CH:12]=1. (8) Given the reactants [CH3:1][C:2]1[C:11]2[C:6](=[CH:7][CH:8]=[CH:9][CH:10]=2)[N:5]=[C:4]([CH2:12]Cl)[N:3]=1.[CH3:14][N:15]1[C:23]2[N:22]=[C:21](Br)[N:20]([CH2:25][C:26]3[CH:31]=[CH:30][CH:29]=[CH:28][C:27]=3[Cl:32])[C:19]=2[C:18](=[O:33])[NH:17][C:16]1=[O:34].[C:35]([O:39][C:40]([NH:42][C@@H:43]1[CH2:48][CH2:47][CH2:46][NH:45][CH2:44]1)=[O:41])([CH3:38])([CH3:37])[CH3:36], predict the reaction product. The product is: [CH3:1][C:2]1[C:11]2[C:6](=[CH:7][CH:8]=[CH:9][CH:10]=2)[N:5]=[C:4]([CH2:12][N:17]2[C:18](=[O:33])[C:19]3[N:20]([CH2:25][C:26]4[CH:31]=[CH:30][CH:29]=[CH:28][C:27]=4[Cl:32])[C:21]([N:45]4[CH2:46][CH2:47][CH2:48][C@@H:43]([NH:42][C:40]([O:39][C:35]([CH3:38])([CH3:37])[CH3:36])=[O:41])[CH2:44]4)=[N:22][C:23]=3[N:15]([CH3:14])[C:16]2=[O:34])[N:3]=1. (9) Given the reactants [O:1]=[C:2]1[CH:11]=[CH:10][C:9]2[C:8]([C:12]([O:14][CH3:15])=[O:13])=[CH:7][CH:6]=[CH:5][C:4]=2[N:3]1[CH2:16][CH:17]=O.[C:19]([O:23][C:24](=[O:43])[N:25]([CH2:32][C:33]1[CH:42]=[CH:41][C:36]2[O:37][CH2:38][CH2:39][O:40][C:35]=2[CH:34]=1)[CH:26]1[CH2:31][CH2:30][NH:29][CH2:28][CH2:27]1)([CH3:22])([CH3:21])[CH3:20].C(O[BH-](OC(=O)C)OC(=O)C)(=O)C.[Na+].C(=O)([O-])O.[Na+], predict the reaction product. The product is: [C:19]([O:23][C:24](=[O:43])[N:25]([CH2:32][C:33]1[CH:42]=[CH:41][C:36]2[O:37][CH2:38][CH2:39][O:40][C:35]=2[CH:34]=1)[CH:26]1[CH2:31][CH2:30][N:29]([CH2:17][CH2:16][N:3]2[C:4]3[C:9](=[C:8]([C:12]([O:14][CH3:15])=[O:13])[CH:7]=[CH:6][CH:5]=3)[CH:10]=[CH:11][C:2]2=[O:1])[CH2:28][CH2:27]1)([CH3:22])([CH3:20])[CH3:21].